From a dataset of Catalyst prediction with 721,799 reactions and 888 catalyst types from USPTO. Predict which catalyst facilitates the given reaction. (1) Reactant: [CH3:1][NH:2][C@H:3]([C:15]([NH:17][C@H:18]([C:23]([N:25]([C@@H:27]([CH:36]([CH3:38])[CH3:37])/[CH:28]=[C:29](\[CH3:35])/[C:30]([O:32]CC)=[O:31])[CH3:26])=[O:24])[C:19]([CH3:22])([CH3:21])[CH3:20])=[O:16])[C:4]([CH3:14])([CH3:13])[C:5]1[CH:10]=[CH:9][C:8]([CH3:11])=[C:7]([CH3:12])[CH:6]=1.[OH-].[Li+]. Product: [CH3:1][NH:2][C@H:3]([C:15]([NH:17][C@H:18]([C:23]([N:25]([C@@H:27]([CH:36]([CH3:38])[CH3:37])/[CH:28]=[C:29](/[C:30]([OH:32])=[O:31])\[CH3:35])[CH3:26])=[O:24])[C:19]([CH3:21])([CH3:22])[CH3:20])=[O:16])[C:4]([CH3:14])([CH3:13])[C:5]1[CH:10]=[CH:9][C:8]([CH3:11])=[C:7]([CH3:12])[CH:6]=1. The catalyst class is: 72. (2) Reactant: [CH3:1][C:2]1[CH:10]=[C:9]([O:11][CH3:12])[CH:8]=[C:7]([O:13][CH3:14])[C:3]=1[C:4]([OH:6])=O.[C:15](Cl)(=[O:19])[C:16](Cl)=O.Cl.[CH3:22][NH2:23]. Product: [OH:19][C:15]1[CH:16]=[CH:4][C:3]([C:22]2[NH:23][C:4](=[O:6])[C:3]3[C:2]([CH:1]=2)=[CH:10][C:9]([O:11][CH3:12])=[CH:8][C:7]=3[O:13][CH3:14])=[CH:2][CH:1]=1. The catalyst class is: 2. (3) Reactant: [CH2:1]([O:3][C:4](=[O:21])[C:5]([CH3:20])([CH3:19])[CH2:6][CH2:7][CH2:8][CH2:9][CH:10]=[CH:11][C:12]1[CH:17]=[CH:16][CH:15]=[CH:14][C:13]=1[Cl:18])[CH3:2].[BrH:22]. Product: [CH2:1]([O:3][C:4](=[O:21])[C:5]([CH3:20])([CH3:19])[CH2:6][CH2:7][CH2:8][CH2:9][CH2:10][CH:11]([Br:22])[C:12]1[CH:17]=[CH:16][CH:15]=[CH:14][C:13]=1[Cl:18])[CH3:2]. The catalyst class is: 15. (4) Reactant: C(OC([N:8]1[CH2:13][CH2:12][N:11]([CH2:14][C:15]2[CH:20]=[C:19]([C:21]3[CH:26]=[CH:25][C:24]([OH:27])=[CH:23][C:22]=3[F:28])[N:18]=[C:17]3[N:29](C4CCCCO4)[N:30]=[C:31]([CH3:32])[C:16]=23)[CH:10]([C:39]2[CH:44]=[CH:43][CH:42]=[CH:41][CH:40]=2)[CH2:9]1)=O)(C)(C)C.Cl. Product: [F:28][C:22]1[CH:23]=[C:24]([OH:27])[CH:25]=[CH:26][C:21]=1[C:19]1[N:18]=[C:17]2[NH:29][N:30]=[C:31]([CH3:32])[C:16]2=[C:15]([CH2:14][N:11]2[CH2:12][CH2:13][NH:8][CH2:9][CH:10]2[C:39]2[CH:40]=[CH:41][CH:42]=[CH:43][CH:44]=2)[CH:20]=1. The catalyst class is: 12. (5) Reactant: [CH:1]1([CH2:7][CH2:8][CH2:9][C:10]2[CH:11]=[C:12]([CH:16]=[CH:17][CH:18]=2)[C:13]([OH:15])=O)[CH2:6][CH2:5][CH2:4][CH2:3][CH2:2]1.Cl.Cl.[N:21]1[CH:26]=[CH:25][CH:24]=[C:23]([NH:27][C:28]([N:30]2[CH2:35][CH2:34][NH:33][CH2:32][CH2:31]2)=[O:29])[CH:22]=1.CCN=C=NCCCN(C)C.C1C=CC2N(O)N=NC=2C=1. Product: [CH:1]1([CH2:7][CH2:8][CH2:9][C:10]2[CH:11]=[C:12]([CH:16]=[CH:17][CH:18]=2)[C:13]([N:33]2[CH2:34][CH2:35][N:30]([C:28]([NH:27][C:23]3[CH:22]=[N:21][CH:26]=[CH:25][CH:24]=3)=[O:29])[CH2:31][CH2:32]2)=[O:15])[CH2:2][CH2:3][CH2:4][CH2:5][CH2:6]1. The catalyst class is: 18.